This data is from Reaction yield outcomes from USPTO patents with 853,638 reactions. The task is: Predict the reaction yield, written as a fraction of the theoretical maximum amount of product (1.0 means a 100% yield; for example, 0.34 means a 34% yield). (1) The product is [CH3:1][C:2]1[CH:7]=[C:6]([CH3:8])[N:5]=[C:4]([NH:9][C:10]2[CH:15]=[CH:14][C:13]([CH2:16][CH2:17][NH:18][C:19]([NH:41][S:38]([C:35]3[CH:36]=[CH:37][C:32]([CH3:31])=[CH:33][CH:34]=3)(=[O:39])=[O:40])=[O:27])=[CH:12][CH:11]=2)[C:3]=1[N+:28]([O-:30])=[O:29]. The reactants are [CH3:1][C:2]1[CH:7]=[C:6]([CH3:8])[N:5]=[C:4]([NH:9][C:10]2[CH:15]=[CH:14][C:13]([CH2:16][CH2:17][NH:18][C:19](=[O:27])OC3C=CC=CC=3)=[CH:12][CH:11]=2)[C:3]=1[N+:28]([O-:30])=[O:29].[CH3:31][C:32]1[CH:33]=[CH:34][C:35]([S:38]([NH2:41])(=[O:40])=[O:39])=[CH:36][CH:37]=1.[H-].[Na+].O. The yield is 0.810. The catalyst is CN(C=O)C. (2) The yield is 0.0130. No catalyst specified. The product is [Cl:13][C:14]1[CH:23]=[C:22]([F:24])[C:21]([N:25]2[CH:5]=[CH:4][CH:3]=[N:26]2)=[CH:20][C:15]=1[C:16]([O:18][CH2:19][CH3:27])=[O:17].[Cl:13][C:14]1[CH:23]=[C:22]([F:24])[C:21]([N:25]2[CH:5]=[CH:4][CH:3]=[N:26]2)=[CH:20][C:15]=1[C:16]([O:18][CH3:19])=[O:17].[Cl:13][C:14]1[CH:23]=[C:22]([F:24])[C:21]([N:25]2[CH:5]=[CH:4][CH:3]=[N:26]2)=[CH:20][C:15]=1[C:16]([OH:18])=[O:17]. The reactants are CO[CH:3](OC)[CH2:4][CH:5](OC)OC.Cl.[Cl:13][C:14]1[CH:23]=[C:22]([F:24])[C:21]([NH:25][NH2:26])=[CH:20][C:15]=1[C:16]([O:18][CH3:19])=[O:17].[CH2:27](O)C.